This data is from Reaction yield outcomes from USPTO patents with 853,638 reactions. The task is: Predict the reaction yield, written as a fraction of the theoretical maximum amount of product (1.0 means a 100% yield; for example, 0.34 means a 34% yield). (1) The reactants are B.[CH3:2][N:3]1[C:12]2[CH:11]=[CH:10][CH:9]=[C:8]3[C@@H:13]4[CH2:18][N:17]([C:19]([O:21][CH2:22][CH3:23])=[O:20])[CH2:16][CH2:15][C@@H:14]4[N:6]([C:7]=23)[CH2:5][C:4]1=O.Cl. The catalyst is O1CCCC1. The product is [CH3:2][N:3]1[C:12]2[CH:11]=[CH:10][CH:9]=[C:8]3[C@@H:13]4[CH2:18][N:17]([C:19]([O:21][CH2:22][CH3:23])=[O:20])[CH2:16][CH2:15][C@@H:14]4[N:6]([C:7]=23)[CH2:5][CH2:4]1. The yield is 0.930. (2) The reactants are [Cl:1][C:2]1[CH:3]=[CH:4][C:5]2[C:9]([CH:10]=1)=[N:8][N:7]([CH2:11][C:12]([NH:16][C:17](=[O:29])[C:18]1[CH:23]=[CH:22][C:21]([O:24][C:25]([F:28])([F:27])[F:26])=[CH:20][CH:19]=1)([C:14]#[N:15])[CH3:13])[CH:6]=2.[Br:30]N1C(=O)CCC1=O. The catalyst is C(#N)C.O. The product is [Br:30][C:6]1[N:7]([CH2:11][C:12]([NH:16][C:17](=[O:29])[C:18]2[CH:23]=[CH:22][C:21]([O:24][C:25]([F:26])([F:27])[F:28])=[CH:20][CH:19]=2)([C:14]#[N:15])[CH3:13])[N:8]=[C:9]2[C:5]=1[CH:4]=[CH:3][C:2]([Cl:1])=[CH:10]2. The yield is 0.420. (3) The catalyst is O. The product is [O:13]1[CH:6]2[CH:5]1[CH:4]1[CH2:7][CH:1]2[CH:2]([S:8]([NH2:11])(=[O:9])=[O:10])[CH2:3]1. The reactants are [CH:1]12[CH2:7][CH:4]([CH:5]=[CH:6]1)[CH2:3][CH:2]2[S:8]([NH2:11])(=[O:10])=[O:9].C(=O)(O)[O-:13].[Na+].ClCCl.ClC1C=CC=C(C(OO)=O)C=1. The yield is 0.630.